Predict the reactants needed to synthesize the given product. From a dataset of Full USPTO retrosynthesis dataset with 1.9M reactions from patents (1976-2016). Given the product [ClH:1].[Cl:23][C:24]1[CH:29]=[CH:28][C:27]([NH:30][C:31]([NH:20][C:17]2[CH:18]=[CH:19][C:14]([N:6]3[CH:5]=[N:4][C:3]4[C:7]3=[N:8][CH:9]=[N:10][C:2]=4[NH:12][CH3:11])=[CH:15][CH:16]=2)=[O:32])=[CH:26][C:25]=1[C:33]([F:34])([F:35])[F:36], predict the reactants needed to synthesize it. The reactants are: [Cl:1][C:2]1[N:10]=[CH:9][N:8]=[C:7]2[C:3]=1[NH:4][CH:5]=[N:6]2.[CH3:11][NH2:12].F[C:14]1[CH:19]=[CH:18][C:17]([N+:20]([O-])=O)=[CH:16][CH:15]=1.[Cl:23][C:24]1[CH:29]=[CH:28][C:27]([N:30]=[C:31]=[O:32])=[CH:26][C:25]=1[C:33]([F:36])([F:35])[F:34].